From a dataset of Reaction yield outcomes from USPTO patents with 853,638 reactions. Predict the reaction yield, written as a fraction of the theoretical maximum amount of product (1.0 means a 100% yield; for example, 0.34 means a 34% yield). (1) No catalyst specified. The yield is 0.657. The reactants are [NH2:1][C:2]1[C:3]2[N:4]([C:8]([C@@H:29]3[CH2:33][CH2:32][CH2:31][NH:30]3)=[N:9][C:10]=2[C:11]2[CH:28]=[CH:27][C:14]([C:15]([NH:17][C:18]3[CH:23]=[C:22]([CH2:24][CH2:25][CH3:26])[CH:21]=[CH:20][N:19]=3)=[O:16])=[CH:13][CH:12]=2)[CH:5]=[CH:6][N:7]=1.[CH3:34][O:35][CH2:36]/[CH:37]=[CH:38]/[C:39](O)=[O:40]. The product is [NH2:1][C:2]1[C:3]2[N:4]([C:8]([C@@H:29]3[CH2:33][CH2:32][CH2:31][N:30]3[C:39](=[O:40])/[CH:38]=[CH:37]/[CH2:36][O:35][CH3:34])=[N:9][C:10]=2[C:11]2[CH:12]=[CH:13][C:14]([C:15]([NH:17][C:18]3[CH:23]=[C:22]([CH2:24][CH2:25][CH3:26])[CH:21]=[CH:20][N:19]=3)=[O:16])=[CH:27][CH:28]=2)[CH:5]=[CH:6][N:7]=1. (2) The reactants are [CH3:1][C:2]1[C:3](=[S:8])[NH:4][CH:5]=[CH:6][CH:7]=1.Br[C:10]1[CH:11]=[C:12]([O:18][C:19]2[C:20]([CH3:25])=[N:21][CH:22]=[CH:23][CH:24]=2)[C:13]([C:16]#[N:17])=[N:14][CH:15]=1.[H-].[Na+].O. The catalyst is CN(C=O)C. The product is [CH3:1][C:2]1[C:3]([S:8][C:10]2[CH:11]=[C:12]([O:18][C:19]3[C:20]([CH3:25])=[N:21][CH:22]=[CH:23][CH:24]=3)[C:13]([C:16]#[N:17])=[N:14][CH:15]=2)=[N:4][CH:5]=[CH:6][CH:7]=1. The yield is 0.607.